Dataset: Reaction yield outcomes from USPTO patents with 853,638 reactions. Task: Predict the reaction yield, written as a fraction of the theoretical maximum amount of product (1.0 means a 100% yield; for example, 0.34 means a 34% yield). (1) The reactants are [CH:1]1([C:7]2[N:12]3[N:13]=[C:14]([CH3:19])[C:15]([C:16]([OH:18])=O)=[C:11]3[N:10]=[CH:9][C:8]=2[C:20]2[CH:25]=[CH:24][C:23]([F:26])=[CH:22][CH:21]=2)[CH2:6][CH2:5][CH2:4][CH2:3][CH2:2]1.C(N(CC)C(C)C)(C)C.C([O:40][C:41](=[O:56])[CH:42]([NH2:55])[CH2:43][C:44]1[CH:49]=[CH:48][C:47]([O:50]C(C)(C)C)=[CH:46][CH:45]=1)(C)(C)C.FC(F)(F)C(O)=O. The catalyst is CN(C)C=O.CN(C)C1C=CN=CC=1.C(OCC)(=O)C.O. The product is [CH:1]1([C:7]2[N:12]3[N:13]=[C:14]([CH3:19])[C:15]([C:16]([NH:55][CH:42]([CH2:43][C:44]4[CH:45]=[CH:46][C:47]([OH:50])=[CH:48][CH:49]=4)[C:41]([OH:56])=[O:40])=[O:18])=[C:11]3[N:10]=[CH:9][C:8]=2[C:20]2[CH:25]=[CH:24][C:23]([F:26])=[CH:22][CH:21]=2)[CH2:6][CH2:5][CH2:4][CH2:3][CH2:2]1. The yield is 0.160. (2) The reactants are Cl.[CH3:2][CH:3]([O:5][C:6]1[CH:13]=[CH:12][C:11]([C:14]2[S:15][C:16]([C:19]3[C:20]([CH3:29])=[C:21]4[C:26](=[CH:27][CH:28]=3)[CH2:25][NH:24][CH2:23][CH2:22]4)=[N:17][N:18]=2)=[CH:10][C:7]=1[C:8]#[N:9])[CH3:4].C([O-])([O-])=O.[K+].[K+].Br[CH2:37][CH2:38][CH2:39][C:40]([O:42][CH2:43][CH3:44])=[O:41]. The catalyst is CN(C=O)C.CCOC(C)=O. The product is [C:8]([C:7]1[CH:10]=[C:11]([C:14]2[S:15][C:16]([C:19]3[C:20]([CH3:29])=[C:21]4[C:26](=[CH:27][CH:28]=3)[CH2:25][N:24]([CH2:37][CH2:38][CH2:39][C:40]([O:42][CH2:43][CH3:44])=[O:41])[CH2:23][CH2:22]4)=[N:17][N:18]=2)[CH:12]=[CH:13][C:6]=1[O:5][CH:3]([CH3:2])[CH3:4])#[N:9]. The yield is 0.640. (3) The reactants are [Cl:1][C:2]1[CH:3]=[C:4]([C:10]2[N:15]=[N:14][C:13]([NH2:16])=[N:12][C:11]=2[C:17]2[CH:22]=[CH:21][CH:20]=[CH:19][CH:18]=2)[CH:5]=[C:6]([O:8]C)[CH:7]=1.B(Br)(Br)Br. The catalyst is O. The product is [NH2:16][C:13]1[N:14]=[N:15][C:10]([C:4]2[CH:5]=[C:6]([OH:8])[CH:7]=[C:2]([Cl:1])[CH:3]=2)=[C:11]([C:17]2[CH:22]=[CH:21][CH:20]=[CH:19][CH:18]=2)[N:12]=1. The yield is 0.850. (4) The reactants are [C:1]([O:9][CH2:10][C@@:11]1([CH3:26])[CH:17]=[CH:16][CH2:15][CH:14]([O:18]CC2C=CC=CC=2)[CH2:13][O:12]1)(=[O:8])[C:2]1[CH:7]=[CH:6][CH:5]=[CH:4][CH:3]=1. The product is [C:1]([O:9][CH2:10][C@@:11]1([CH3:26])[CH2:17][CH2:16][CH2:15][CH:14]([OH:18])[CH2:13][O:12]1)(=[O:8])[C:2]1[CH:7]=[CH:6][CH:5]=[CH:4][CH:3]=1. The yield is 1.00. The catalyst is CO.[Pd]. (5) The reactants are [Br:1][C:2]1[CH:3]=[C:4]([CH:8]=[CH:9][C:10]=1[C:11]([N:13]1[CH2:17][CH:16]=[CH:15][CH2:14]1)=[O:12])[C:5]([OH:7])=O.CN(C(ON1N=NC2C=CC=CC1=2)=[N+](C)C)C.[B-](F)(F)(F)F.C(N(C(C)C)CC)(C)C.[CH2:49]([O:56][CH2:57][C@H:58]([NH2:69])[C:59]1[NH:63][C:62]2[CH:64]=[CH:65][C:66]([Cl:68])=[CH:67][C:61]=2[N:60]=1)[C:50]1[CH:55]=[CH:54][CH:53]=[CH:52][CH:51]=1.BrCl. The catalyst is O1CCCC1.ClCCl.C(O)C. The product is [CH2:49]([O:56][CH2:57][C@H:58]([NH:69][C:5](=[O:7])[C:4]1[CH:8]=[CH:9][C:10]([C:11]([N:13]2[CH2:17][CH:16]=[CH:15][CH2:14]2)=[O:12])=[C:2]([Br:1])[CH:3]=1)[C:59]1[NH:63][C:62]2[CH:64]=[CH:65][C:66]([Cl:68])=[CH:67][C:61]=2[N:60]=1)[C:50]1[CH:51]=[CH:52][CH:53]=[CH:54][CH:55]=1. The yield is 0.860. (6) The reactants are [F:1][C:2]1[CH:3]=[C:4]([C:10]#[C:11][CH2:12][CH2:13][NH2:14])[C:5]([O:8][CH3:9])=[N:6][CH:7]=1. The catalyst is CC#N.O.Cl[Pd]Cl. The product is [N:14]1[CH2:13][CH2:12][CH2:11][C:10]=1[C:4]1[C:5]([O:8][CH3:9])=[N:6][CH:7]=[C:2]([F:1])[CH:3]=1. The yield is 0.540. (7) The reactants are [C-:1]#[N:2].[Na+].[CH2:4]1[O:21][C:20]2[CH:19]=[CH:18][C:8]([O:9][CH:10](Cl)[C:11]3[CH:16]=[CH:15][CH:14]=[CH:13][CH:12]=3)=[CH:7][C:6]=2[O:5]1. The catalyst is CN(C=O)C. The product is [CH2:4]1[O:21][C:20]2[CH:19]=[CH:18][C:8]([O:9][C:14]3[CH:15]=[CH:16][CH:11]=[C:10]([O:9][C:8]4[CH:18]=[CH:19][C:20]5[O:21][CH2:4][O:5][C:6]=5[CH:7]=4)[C:13]=3[CH2:12][C:1]#[N:2])=[CH:7][C:6]=2[O:5]1. The yield is 0.510. (8) The reactants are [NH:1]1[C:5]2[CH:6]=[CH:7][CH:8]=[CH:9][C:4]=2[N:3]=[C:2]1[CH2:10][N:11]([CH:21]1[C:30]2[N:29]=[CH:28][CH:27]=[CH:26][C:25]=2[CH2:24][CH2:23][CH2:22]1)[CH2:12][C:13]1[CH:18]=[CH:17][C:16]([CH2:19][NH2:20])=[CH:15][CH:14]=1.C(N(CC)CC)C.Cl[C:39]1[O:40][C:41]2[CH:47]=[CH:46][CH:45]=[CH:44][C:42]=2[N:43]=1. The catalyst is C1COCC1. The product is [O:40]1[C:41]2[CH:47]=[CH:46][CH:45]=[CH:44][C:42]=2[N:43]=[C:39]1[NH:20][CH2:19][C:16]1[CH:15]=[CH:14][C:13]([CH2:12][N:11]([CH2:10][C:2]2[NH:3][C:4]3[CH:9]=[CH:8][CH:7]=[CH:6][C:5]=3[N:1]=2)[CH:21]2[C:30]3[N:29]=[CH:28][CH:27]=[CH:26][C:25]=3[CH2:24][CH2:23][CH2:22]2)=[CH:18][CH:17]=1. The yield is 0.370. (9) The reactants are [Cl:1][C:2]1[C:3](Cl)=[N:4][CH:5]=[C:6]([CH:10]=1)[C:7]([OH:9])=[O:8].I[CH2:13][CH3:14].C([O-])([O-])=O.[K+].[K+].Cl.Cl.[CH2:23]([N:30]1[CH2:35][CH2:34][CH2:33][C@@H:32]([NH2:36])[CH2:31]1)[C:24]1[CH:29]=[CH:28][CH:27]=[CH:26][CH:25]=1. The yield is 0.520. The product is [CH2:23]([N:30]1[CH2:35][CH2:34][CH2:33][C@@H:32]([NH:36][C:3]2[C:2]([Cl:1])=[CH:10][C:6]([C:7]([O:9][CH2:13][CH3:14])=[O:8])=[CH:5][N:4]=2)[CH2:31]1)[C:24]1[CH:25]=[CH:26][CH:27]=[CH:28][CH:29]=1. The catalyst is CN(C=O)C. (10) The reactants are [CH:1]([C:4]1[CH:10]=[CH:9][CH:8]=[C:7]([CH:11]([CH3:13])[CH3:12])[C:5]=1[NH2:6])([CH3:3])[CH3:2].Cl[C:15]1[CH:32]=[C:19]2[C:20]3[C:25]([CH2:26][CH2:27][N:18]2[C:17](=[O:33])[N:16]=1)=[CH:24][C:23]([O:28][CH3:29])=[C:22]([O:30][CH3:31])[CH:21]=3. The catalyst is CC(O)C. The product is [CH:11]([C:7]1[CH:8]=[CH:9][CH:10]=[C:4]([CH:1]([CH3:3])[CH3:2])[C:5]=1[N:6]=[C:15]1[CH:32]=[C:19]2[C:20]3[C:25]([CH2:26][CH2:27][N:18]2[C:17](=[O:33])[NH:16]1)=[CH:24][C:23]([O:28][CH3:29])=[C:22]([O:30][CH3:31])[CH:21]=3)([CH3:13])[CH3:12]. The yield is 0.790.